Task: Predict the reaction yield, written as a fraction of the theoretical maximum amount of product (1.0 means a 100% yield; for example, 0.34 means a 34% yield).. Dataset: Reaction yield outcomes from USPTO patents with 853,638 reactions The reactants are [CH3:1][C:2]1[C:14]2[C:13]3[C:8](=[CH:9][CH:10]=[C:11]([C:15]([OH:17])=O)[CH:12]=3)[NH:7][C:6]=2[C:5](=[O:18])[NH:4][CH:3]=1.CN(C(ON1N=[N:34][C:29]2[CH:30]=[CH:31][CH:32]=[N:33][C:28]1=2)=[N+](C)C)C.F[P-](F)(F)(F)(F)F.N1C=CC=C(N)C=1.O. The catalyst is CN(C=O)C.CN(C1C=CN=CC=1)C. The product is [N:33]1[CH:32]=[CH:31][CH:30]=[C:29]([NH:34][C:15]([C:11]2[CH:12]=[C:13]3[C:8](=[CH:9][CH:10]=2)[NH:7][C:6]2[C:5](=[O:18])[NH:4][CH:3]=[C:2]([CH3:1])[C:14]3=2)=[O:17])[CH:28]=1. The yield is 0.640.